Dataset: Reaction yield outcomes from USPTO patents with 853,638 reactions. Task: Predict the reaction yield, written as a fraction of the theoretical maximum amount of product (1.0 means a 100% yield; for example, 0.34 means a 34% yield). (1) The reactants are [Br:1][C:2]1[CH:7]=[CH:6][C:5]([CH2:8][NH2:9])=[C:4]([F:10])[CH:3]=1.[CH3:11][S:12](Cl)(=[O:14])=[O:13]. The catalyst is N1C=CC=CC=1.ClCCl. The product is [Br:1][C:2]1[CH:7]=[CH:6][C:5]([CH2:8][NH:9][S:12]([CH3:11])(=[O:14])=[O:13])=[C:4]([F:10])[CH:3]=1. The yield is 0.930. (2) The reactants are [N+:1]([C:4]1[CH:9]=[CH:8][C:7]([F:10])=[CH:6][C:5]=1[OH:11])([O-:3])=[O:2].Br[C:13]([F:20])([F:19])[C:14]([N:16]([CH3:18])[CH3:17])=[O:15].C([O-])([O-])=O.[Na+].[Na+].O. The catalyst is CC(N(C)C)=O. The product is [F:19][C:13]([F:20])([O:11][C:5]1[CH:6]=[C:7]([F:10])[CH:8]=[CH:9][C:4]=1[N+:1]([O-:3])=[O:2])[C:14]([N:16]([CH3:18])[CH3:17])=[O:15]. The yield is 0.380.